This data is from Full USPTO retrosynthesis dataset with 1.9M reactions from patents (1976-2016). The task is: Predict the reactants needed to synthesize the given product. (1) The reactants are: [NH2:1][C:2]1[NH:7][C:6]2[NH:8][CH:9]=[C:10]([CH2:11][CH2:12][C:13]3[CH:30]=[CH:29][C:16]([C:17]([NH:19][C@H:20]([C:26]([OH:28])=[O:27])[CH2:21][CH2:22][C:23]([OH:25])=[O:24])=[O:18])=[CH:15][CH:14]=3)[C:5]=2[C:4](=[O:31])[N:3]=1.[OH-].[Na+:33].[CH2:34]([OH:45])[C@H:35]([C@H:37]([C@@H:39]([C@@H:41]([CH2:43][OH:44])[OH:42])[OH:40])[OH:38])[OH:36]. Given the product [Na+:33].[Na+:33].[NH2:1][C:2]1[NH:7][C:6]2[NH:8][CH:9]=[C:10]([CH2:11][CH2:12][C:13]3[CH:14]=[CH:15][C:16]([C:17]([NH:19][C@H:20]([C:26]([O-:28])=[O:27])[CH2:21][CH2:22][C:23]([O-:25])=[O:24])=[O:18])=[CH:29][CH:30]=3)[C:5]=2[C:4](=[O:31])[N:3]=1.[CH2:43]([OH:44])[C@H:41]([C@H:39]([C@@H:37]([C@@H:35]([CH2:34][OH:45])[OH:36])[OH:38])[OH:40])[OH:42], predict the reactants needed to synthesize it. (2) Given the product [Cl:1][C:2]1[CH:7]=[CH:6][C:5]([C:8]([NH:25][CH3:24])=[O:10])=[CH:4][C:3]=1[N:11]1[C:15]([CH:16]2[CH2:17][CH2:18]2)=[C:14]([C:19]([O:21][CH2:22][CH3:23])=[O:20])[CH:13]=[N:12]1, predict the reactants needed to synthesize it. The reactants are: [Cl:1][C:2]1[CH:7]=[CH:6][C:5]([C:8]([OH:10])=O)=[CH:4][C:3]=1[N:11]1[C:15]([CH:16]2[CH2:18][CH2:17]2)=[C:14]([C:19]([O:21][CH2:22][CH3:23])=[O:20])[CH:13]=[N:12]1.[CH3:24][NH2:25]. (3) The reactants are: [CH2:1]([O:5][CH2:6][CH2:7][O:8][C:9]1[CH:14]=[CH:13][C:12]([C:15]2[CH:20]=[CH:19][C:18]([N:21]([CH2:26][CH:27]([CH3:29])[CH3:28])[CH2:22][CH:23]([CH3:25])[CH3:24])=[C:17](/[CH:30]=[CH:31]/[C:32]([O:34]CC)=[O:33])[CH:16]=2)=[CH:11][CH:10]=1)[CH2:2][CH2:3][CH3:4].[OH-].[Na+].Cl. Given the product [CH2:1]([O:5][CH2:6][CH2:7][O:8][C:9]1[CH:14]=[CH:13][C:12]([C:15]2[CH:20]=[CH:19][C:18]([N:21]([CH2:26][CH:27]([CH3:28])[CH3:29])[CH2:22][CH:23]([CH3:24])[CH3:25])=[C:17](/[CH:30]=[CH:31]/[C:32]([OH:34])=[O:33])[CH:16]=2)=[CH:11][CH:10]=1)[CH2:2][CH2:3][CH3:4], predict the reactants needed to synthesize it. (4) Given the product [CH3:1][C@:2]1([C:27]([NH2:32])=[O:28])[CH2:6][CH2:5][CH2:4][N:3]1[C:7]([CH:9]1[CH2:10][CH2:11][N:12]([C:15]2[CH:16]=[N:17][CH:18]=[CH:19][C:20]=2[N:21]2[CH:25]=[C:24]([CH3:26])[CH:23]=[N:22]2)[CH2:13][CH2:14]1)=[O:8], predict the reactants needed to synthesize it. The reactants are: [CH3:1][C@:2]1([C:27](O)=[O:28])[CH2:6][CH2:5][CH2:4][N:3]1[C:7]([CH:9]1[CH2:14][CH2:13][N:12]([C:15]2[CH:16]=[N:17][CH:18]=[CH:19][C:20]=2[N:21]2[CH:25]=[C:24]([CH3:26])[CH:23]=[N:22]2)[CH2:11][CH2:10]1)=[O:8].CC[N:32](C(C)C)C(C)C.CN(C(ON1N=NC2C=CC=NC1=2)=[N+](C)C)C.F[P-](F)(F)(F)(F)F.N.C1COCC1. (5) Given the product [F:1][C:2]1[CH:7]=[CH:6][C:5]([C:8]2[C:9]3[CH:21]=[CH:20][C:19](=[O:22])[N:18]([C:23]4[CH:28]=[CH:27][CH:26]=[CH:25][C:24]=4[CH3:29])[C:10]=3[N:11]=[C:12]([NH:34][CH2:33][CH2:31][OH:32])[N:13]=2)=[C:4]([CH3:30])[CH:3]=1.[F:1][C:2]1[CH:7]=[CH:6][C:5]([C:8]2[C:9]3[CH:21]=[CH:20][C:19](=[O:22])[N:18]([C:23]4[CH:28]=[CH:27][CH:26]=[CH:25][C:24]=4[CH3:29])[C:10]=3[N:11]=[C:12]([NH:34][CH:33]([CH2:41][OH:42])[CH2:31][OH:32])[N:13]=2)=[C:4]([CH3:30])[CH:3]=1, predict the reactants needed to synthesize it. The reactants are: [F:1][C:2]1[CH:7]=[CH:6][C:5]([C:8]2[C:9]3[CH:21]=[CH:20][C:19](=[O:22])[N:18]([C:23]4[CH:28]=[CH:27][CH:26]=[CH:25][C:24]=4[CH3:29])[C:10]=3[N:11]=[C:12](S(C)(=O)=O)[N:13]=2)=[C:4]([CH3:30])[CH:3]=1.[CH2:31]([CH2:33][NH2:34])[OH:32].O.CN1[C:41](=[O:42])CCC1. (6) Given the product [CH2:1]([S:8][C:9]1[S:15][C:12]([CH2:13][Cl:24])=[CH:11][N:10]=1)[C:2]1[CH:7]=[CH:6][CH:5]=[CH:4][CH:3]=1, predict the reactants needed to synthesize it. The reactants are: [CH2:1]([S:8][C:9](=[S:15])[NH:10][CH2:11][C:12](Cl)=[CH2:13])[C:2]1[CH:7]=[CH:6][CH:5]=[CH:4][CH:3]=1.C(=O)([O-])O.[Na+].S(Cl)([Cl:24])(=O)=O.